From a dataset of Forward reaction prediction with 1.9M reactions from USPTO patents (1976-2016). Predict the product of the given reaction. Given the reactants [CH3:16][C:11]1([CH3:17])[C:12]([CH3:15])([CH3:14])[O:13][B:9]([B:9]2[O:13][C:12]([CH3:15])([CH3:14])[C:11]([CH3:17])([CH3:16])[O:10]2)[O:10]1.[C:32]1(P([C:32]2[CH:37]=[CH:36][CH:35]=[CH:34][CH:33]=2)[C:32]2[CH:37]=[CH:36][CH:35]=[CH:34][CH:33]=2)[CH:37]=[CH:36][CH:35]=[CH:34][CH:33]=1.[C:38]([O-:41])([O-])=[O:39].[K+].[K+].O1CCO[CH2:46][CH2:45]1, predict the reaction product. The product is: [CH3:15][C:12]1([CH3:14])[C:11]([CH3:16])([CH3:17])[O:10][B:9]([C:37]2[CH2:36][CH2:35][CH2:34][CH2:33][C:32]=2[C:38]([O:41][CH2:45][CH3:46])=[O:39])[O:13]1.